This data is from Full USPTO retrosynthesis dataset with 1.9M reactions from patents (1976-2016). The task is: Predict the reactants needed to synthesize the given product. (1) The reactants are: C(N(CC)CC)C.[CH2:8]([O:15][C:16](=[O:25])[NH:17][C:18]1([CH3:24])[CH2:23][CH2:22][NH:21][CH2:20][CH2:19]1)[C:9]1[CH:14]=[CH:13][CH:12]=[CH:11][CH:10]=1.Cl[C:27](=[O:33])[C:28]([O:30][CH2:31][CH3:32])=[O:29]. Given the product [CH2:31]([O:30][C:28](=[O:29])[C:27]([N:21]1[CH2:22][CH2:23][C:18]([NH:17][C:16]([O:15][CH2:8][C:9]2[CH:14]=[CH:13][CH:12]=[CH:11][CH:10]=2)=[O:25])([CH3:24])[CH2:19][CH2:20]1)=[O:33])[CH3:32], predict the reactants needed to synthesize it. (2) Given the product [CH3:11][O:10][C:9]1([O:12][CH3:13])[CH2:4][CH2:3][CH2:2][CH2:1][CH2:7][CH2:6]1, predict the reactants needed to synthesize it. The reactants are: [C:1]1(=O)[CH2:7][CH2:6]C[CH2:4][CH2:3][CH2:2]1.[CH:9](OC)([O:12][CH3:13])[O:10][CH3:11].C1(C)C=CC(S(O)(=O)=O)=CC=1. (3) Given the product [Cl:1][C:2]1[CH:3]=[C:4]([C:8]([NH:20][S:21]([C:23]([CH3:26])([CH3:25])[CH3:24])=[O:22])([C:10]2[CH:14]=[C:13]([CH:15]=[O:16])[S:12][CH:11]=2)[CH3:9])[CH:5]=[CH:6][CH:7]=1, predict the reactants needed to synthesize it. The reactants are: [Cl:1][C:2]1[CH:3]=[C:4]([C:8]([NH:20][S:21]([C:23]([CH3:26])([CH3:25])[CH3:24])=[O:22])([C:10]2[CH:14]=[C:13]([CH:15]3OCC[O:16]3)[S:12][CH:11]=2)[CH3:9])[CH:5]=[CH:6][CH:7]=1.